Dataset: Forward reaction prediction with 1.9M reactions from USPTO patents (1976-2016). Task: Predict the product of the given reaction. (1) The product is: [CH3:33][N:34]([CH3:35])[C:6]([CH:4]1[CH2:3][C:2]([OH:1])([C:9]2[CH:10]=[CH:11][C:12]([C:15]3[CH2:19][C:18]([C:24]4[CH:25]=[C:26]([Cl:32])[C:27]([Cl:31])=[C:28]([Cl:30])[CH:29]=4)([C:20]([F:23])([F:22])[F:21])[O:17][N:16]=3)=[CH:13][CH:14]=2)[CH2:5]1)=[O:8]. Given the reactants [OH:1][C:2]1([C:9]2[CH:14]=[CH:13][C:12]([C:15]3[CH2:19][C:18]([C:24]4[CH:29]=[C:28]([Cl:30])[C:27]([Cl:31])=[C:26]([Cl:32])[CH:25]=4)([C:20]([F:23])([F:22])[F:21])[O:17][N:16]=3)=[CH:11][CH:10]=2)[CH2:5][CH:4]([C:6]([OH:8])=O)[CH2:3]1.[CH3:33][N:34](C(ON1N=NC2C=CC=NC1=2)=[N+](C)C)[CH3:35].F[P-](F)(F)(F)(F)F.C1C=CC2N(O)N=NC=2C=1.CCN(C(C)C)C(C)C.CNC, predict the reaction product. (2) Given the reactants [CH2:1]([O:3][C:4]([N:6]1[C:10]2[S:11][C:12]([C:14](O)=[O:15])=[CH:13][C:9]=2[C:8]([NH:17][C:18](=[O:28])[C:19]2[CH:24]=[CH:23][CH:22]=[CH:21][C:20]=2[N+:25]([O-:27])=[O:26])=[N:7]1)=[O:5])[CH3:2].O=S(Cl)Cl.[C:33]([NH2:42])([C:36]1[CH:41]=[CH:40][CH:39]=[CH:38][CH:37]=1)([CH3:35])[CH3:34].CCN(C(C)C)C(C)C, predict the reaction product. The product is: [CH2:1]([O:3][C:4]([N:6]1[C:10]2[S:11][C:12]([C:14](=[O:15])[NH:42][C:33]([CH3:35])([C:36]3[CH:41]=[CH:40][CH:39]=[CH:38][CH:37]=3)[CH3:34])=[CH:13][C:9]=2[C:8]([NH:17][C:18](=[O:28])[C:19]2[CH:24]=[CH:23][CH:22]=[CH:21][C:20]=2[N+:25]([O-:27])=[O:26])=[N:7]1)=[O:5])[CH3:2]. (3) The product is: [Br:1][C:24]1[C:14]2[N:13]=[C:12]([C:9]3[CH:10]=[CH:11][C:6]([CH:3]([CH3:5])[CH3:4])=[CH:7][CH:8]=3)[N:16]([CH2:17][CH2:18][O:19][CH3:20])[C:15]=2[C:21]([O:35][CH3:36])=[CH:22][C:23]=1[CH2:25][C:26]1[CH:31]=[CH:30][CH:29]=[CH:28][C:27]=1[S:32]([CH3:34])=[O:33]. Given the reactants [Br:1]Br.[CH:3]([C:6]1[CH:11]=[CH:10][C:9]([C:12]2[N:16]([CH2:17][CH2:18][O:19][CH3:20])[C:15]3[C:21]([O:35][CH3:36])=[CH:22][C:23]([CH2:25][C:26]4[CH:31]=[CH:30][CH:29]=[CH:28][C:27]=4[S:32]([CH3:34])=[O:33])=[CH:24][C:14]=3[N:13]=2)=[CH:8][CH:7]=1)([CH3:5])[CH3:4].CCOC(C)=O, predict the reaction product. (4) Given the reactants [O:1]1[CH2:7][CH:6]([N:8]2[C:12]([C:13]3[CH:18]=[CH:17][C:16]([C:19]4[C:20]([O:27][CH3:28])=[N:21][C:22]([CH3:26])=[CH:23][C:24]=4[CH3:25])=[CH:15][C:14]=3[N+:29]([O-])=O)=[C:11]([C:32](OCC)=[O:33])[CH:10]=[N:9]2)[CH2:5][O:4][CH2:3][CH2:2]1.O.C(OCC)(=O)C, predict the reaction product. The product is: [O:1]1[CH2:7][CH:6]([N:8]2[C:12]3[C:13]4[CH:18]=[CH:17][C:16]([C:19]5[C:20]([O:27][CH3:28])=[N:21][C:22]([CH3:26])=[CH:23][C:24]=5[CH3:25])=[CH:15][C:14]=4[NH:29][C:32](=[O:33])[C:11]=3[CH:10]=[N:9]2)[CH2:5][O:4][CH2:3][CH2:2]1. (5) The product is: [CH2:24]([Sn:17]([CH2:13][CH2:14][CH2:15][CH3:16])([CH2:20][CH2:21][CH2:22][CH3:23])[CH2:18][O:11][CH2:10][CH:9]([CH3:12])[CH3:8])[CH2:25][CH2:26][CH3:27]. Given the reactants [H-].[Na+].O1CCCC1.[CH3:8][CH:9]([CH3:12])[CH2:10][OH:11].[CH2:13]([Sn:17]([CH2:24][CH2:25][CH2:26][CH3:27])([CH2:20][CH2:21][CH2:22][CH3:23])[CH2:18]I)[CH2:14][CH2:15][CH3:16], predict the reaction product. (6) Given the reactants [CH3:1][C@H:2]1[CH2:7][CH2:6][C@H:5]([C:8]([OH:10])=O)[CH2:4][CH2:3]1.[C:11]([C:13]1[CH:35]=[CH:34][C:16]([O:17][C:18]2[CH:19]=[C:20]([NH2:33])[CH:21]=[C:22]([O:24][C:25]3[CH:30]=[CH:29][C:28]([C:31]#[N:32])=[CH:27][CH:26]=3)[CH:23]=2)=[CH:15][CH:14]=1)#[N:12], predict the reaction product. The product is: [C:31]([C:28]1[CH:29]=[CH:30][C:25]([O:24][C:22]2[CH:21]=[C:20]([NH:33][C:8]([C@H:5]3[CH2:4][CH2:3][C@H:2]([CH3:1])[CH2:7][CH2:6]3)=[O:10])[CH:19]=[C:18]([O:17][C:16]3[CH:34]=[CH:35][C:13]([C:11]#[N:12])=[CH:14][CH:15]=3)[CH:23]=2)=[CH:26][CH:27]=1)#[N:32]. (7) Given the reactants CC[C@@H]1[C@@H]2C[C@H]([C@@H](OC3C4C(=CC=CC=4)C(O[C@@H](C4C=CN=C5C=4C=C(OC)C=C5)[C@@H]4N5C[C@H](CC)[C@@H](CC5)C4)=NN=3)C3C=CN=C4C=3C=C([O:22]C)C=C4)N(CC2)C1.[OH2:59].[Br:60][C:61]1[C:70]([CH:71]=[CH2:72])=[C:69]([CH3:73])[CH:68]=[C:67]2[C:62]=1[CH:63]=[CH:64][CH:65]=[N:66]2, predict the reaction product. The product is: [Br:60][C:61]1[C:70]([C@@H:71]([OH:22])[CH2:72][OH:59])=[C:69]([CH3:73])[CH:68]=[C:67]2[C:62]=1[CH:63]=[CH:64][CH:65]=[N:66]2. (8) Given the reactants [Cl:1][C:2]1[C:3]([CH2:8][NH:9][C:10]([CH:12]2[CH2:17][CH2:16][C:15](=O)[CH2:14][CH2:13]2)=[O:11])=[N:4][CH:5]=[CH:6][N:7]=1.[CH3:19][O:20][CH2:21][CH2:22][NH2:23], predict the reaction product. The product is: [Cl:1][C:2]1[C:3]([CH2:8][NH:9][C:10]([CH:12]2[CH2:17][CH2:16][CH:15]([NH:23][CH2:22][CH2:21][O:20][CH3:19])[CH2:14][CH2:13]2)=[O:11])=[N:4][CH:5]=[CH:6][N:7]=1. (9) Given the reactants [CH3:1][O:2][C:3]([CH:5](P(OC)(OC)=O)[NH:6][C:7]([O:9][CH2:10][C:11]1[CH:16]=[CH:15][CH:14]=[CH:13][CH:12]=1)=[O:8])=[O:4].[CH3:23][C:24]1[CH:28]=[CH:27][S:26][C:25]=1[CH:29]=O.C1CCN2C(=NCCC2)CC1, predict the reaction product. The product is: [CH2:10]([O:9][C:7]([NH:6]/[C:5](=[CH:29]\[C:25]1[S:26][CH:27]=[CH:28][C:24]=1[CH3:23])/[C:3]([O:2][CH3:1])=[O:4])=[O:8])[C:11]1[CH:12]=[CH:13][CH:14]=[CH:15][CH:16]=1. (10) Given the reactants OC(C(F)(F)F)=O.[C:8]1([N:14]2[C:23]3[C:18](=[CH:19][CH:20]=[CH:21][CH:22]=3)[CH2:17][CH:16]([NH2:24])[CH2:15]2)[CH:13]=[CH:12][CH:11]=[CH:10][CH:9]=1.Cl[C:26]1[N:31]=[C:30]([NH2:32])[N:29]=[C:28]2[NH:33][N:34]=[CH:35][C:27]=12.C(N(C(C)C)CC)(C)C, predict the reaction product. The product is: [C:8]1([N:14]2[C:23]3[C:18](=[CH:19][CH:20]=[CH:21][CH:22]=3)[CH2:17][CH:16]([NH:24][C:26]3[N:31]=[C:30]([NH2:32])[N:29]=[C:28]4[NH:33][N:34]=[CH:35][C:27]=34)[CH2:15]2)[CH:13]=[CH:12][CH:11]=[CH:10][CH:9]=1.